This data is from Forward reaction prediction with 1.9M reactions from USPTO patents (1976-2016). The task is: Predict the product of the given reaction. (1) Given the reactants [CH3:1][CH:2]([CH3:14])[CH:3]([NH:6][C:7](=[O:13])[O:8][C:9]([CH3:12])([CH3:11])[CH3:10])[CH:4]=O.[N+](=[C:17](P(=O)(OC)OC)C(=O)C)=[N-].C(=O)([O-])[O-].[K+].[K+], predict the reaction product. The product is: [CH3:1][CH:2]([CH3:14])[CH:3]([NH:6][C:7](=[O:13])[O:8][C:9]([CH3:12])([CH3:11])[CH3:10])[C:4]#[CH:17]. (2) Given the reactants [N+](=[CH:3][Si](C)(C)C)=[N-].[F:8][C:9]1[CH:10]=[C:11]([NH:20][C:21]([C@@H:23]2[N:32]([C:33]([C@@H:35]3[CH2:38][C@H:37]([CH2:39][C:40]([OH:42])=[O:41])[CH2:36]3)=[O:34])[CH2:31][CH2:30][C:29]3[N:28]=[C:27]([O:43][CH3:44])[CH:26]=[CH:25][C:24]2=3)=[O:22])[CH:12]=[C:13]2[C:17]=1[C:16]([CH3:19])([CH3:18])[CH2:15][CH2:14]2.O.C(OCC)(=O)C, predict the reaction product. The product is: [F:8][C:9]1[CH:10]=[C:11]([NH:20][C:21]([C@@H:23]2[N:32]([C:33]([C@@H:35]3[CH2:38][C@H:37]([CH2:39][C:40]([O:42][CH3:3])=[O:41])[CH2:36]3)=[O:34])[CH2:31][CH2:30][C:29]3[N:28]=[C:27]([O:43][CH3:44])[CH:26]=[CH:25][C:24]2=3)=[O:22])[CH:12]=[C:13]2[C:17]=1[C:16]([CH3:19])([CH3:18])[CH2:15][CH2:14]2. (3) Given the reactants [CH2:1]([O:8][C:9]([NH:11][C@H:12]1[CH2:17][CH2:16][C@H:15]([O:18][C:19]([NH:21][C:22]2[CH:27]=[C:26]([CH2:28][CH2:29][CH2:30][C:31]([O:33]CC)=[O:32])[CH:25]=[CH:24][C:23]=2[C:36]2[CH:41]=[CH:40][CH:39]=[CH:38][CH:37]=2)=[O:20])[CH2:14][CH2:13]1)=[O:10])[C:2]1[CH:7]=[CH:6][CH:5]=[CH:4][CH:3]=1.[OH-].[Na+].O.Cl, predict the reaction product. The product is: [CH2:1]([O:8][C:9]([NH:11][C@H:12]1[CH2:13][CH2:14][C@H:15]([O:18][C:19]([NH:21][C:22]2[CH:27]=[C:26]([CH2:28][CH2:29][CH2:30][C:31]([OH:33])=[O:32])[CH:25]=[CH:24][C:23]=2[C:36]2[CH:41]=[CH:40][CH:39]=[CH:38][CH:37]=2)=[O:20])[CH2:16][CH2:17]1)=[O:10])[C:2]1[CH:7]=[CH:6][CH:5]=[CH:4][CH:3]=1. (4) Given the reactants [CH2:1]([C:4]1([C:27]2[CH:32]=[CH:31][C:30]([F:33])=[CH:29][CH:28]=2)[O:9][C:8](=[O:10])[N:7]([C@H:11]([C:13]2[CH:18]=[CH:17][C:16]([C:19]3[CH:24]=[CH:23][C:22]([F:25])=[CH:21][C:20]=3[F:26])=[CH:15][CH:14]=2)[CH3:12])[CH2:6][CH2:5]1)[CH:2]=C.C1C[O:37]CC1.O, predict the reaction product. The product is: [F:26][C:20]1[CH:21]=[C:22]([F:25])[CH:23]=[CH:24][C:19]=1[C:16]1[CH:17]=[CH:18][C:13]([C@@H:11]([N:7]2[CH2:6][CH2:5][C:4]([C:27]3[CH:32]=[CH:31][C:30]([F:33])=[CH:29][CH:28]=3)([CH2:1][CH2:2][OH:37])[O:9][C:8]2=[O:10])[CH3:12])=[CH:14][CH:15]=1. (5) The product is: [CH3:1][N:2]([S:24]([C:27]1[S:28][CH:29]=[CH:30][CH:31]=1)(=[O:26])=[O:25])[C:3]1[CH:4]=[CH:5][CH:6]=[C:7]2[C:11]=1[NH:10][C:9]([C:12]1[S:41][C:16]([CH2:17][C:18]([O:20][CH2:21][CH3:22])=[O:19])=[N:15][N:14]=1)=[CH:8]2. Given the reactants [CH3:1][N:2]([S:24]([C:27]1[S:28][CH:29]=[CH:30][CH:31]=1)(=[O:26])=[O:25])[C:3]1[CH:4]=[CH:5][CH:6]=[C:7]2[C:11]=1[NH:10][C:9]([C:12]([NH:14][NH:15][C:16](=O)[CH2:17][C:18]([O:20][CH2:21][CH3:22])=[O:19])=O)=[CH:8]2.COC1C=CC(P2(SP(C3C=CC(OC)=CC=3)(=S)S2)=[S:41])=CC=1, predict the reaction product.